The task is: Regression. Given a peptide amino acid sequence and an MHC pseudo amino acid sequence, predict their binding affinity value. This is MHC class I binding data.. This data is from Peptide-MHC class I binding affinity with 185,985 pairs from IEDB/IMGT. The peptide sequence is TEANAGQFL. The MHC is HLA-A69:01 with pseudo-sequence HLA-A69:01. The binding affinity (normalized) is 0.0847.